Regression. Given two drug SMILES strings and cell line genomic features, predict the synergy score measuring deviation from expected non-interaction effect. From a dataset of NCI-60 drug combinations with 297,098 pairs across 59 cell lines. (1) Drug 1: C1=NC2=C(N1)C(=S)N=C(N2)N. Drug 2: CC=C1C(=O)NC(C(=O)OC2CC(=O)NC(C(=O)NC(CSSCCC=C2)C(=O)N1)C(C)C)C(C)C. Cell line: NCIH23. Synergy scores: CSS=77.9, Synergy_ZIP=-4.52, Synergy_Bliss=-5.92, Synergy_Loewe=-4.69, Synergy_HSA=-1.27. (2) Cell line: OVCAR-5. Drug 1: C1=C(C(=O)NC(=O)N1)N(CCCl)CCCl. Synergy scores: CSS=2.35, Synergy_ZIP=-10.0, Synergy_Bliss=-13.6, Synergy_Loewe=-13.8, Synergy_HSA=-11.1. Drug 2: CC12CCC3C(C1CCC2OP(=O)(O)O)CCC4=C3C=CC(=C4)OC(=O)N(CCCl)CCCl.[Na+].